From a dataset of Forward reaction prediction with 1.9M reactions from USPTO patents (1976-2016). Predict the product of the given reaction. (1) Given the reactants [CH3:1][C:2]1[CH:12]=[C:11](/[CH:13]=[C:14](\[CH3:19])/[C:15]([F:18])([F:17])[F:16])[CH:10]=[CH:9][C:3]=1[C:4]([O:6]CC)=[O:5].[OH-].[Na+], predict the reaction product. The product is: [CH3:1][C:2]1[CH:12]=[C:11](/[CH:13]=[C:14](\[CH3:19])/[C:15]([F:16])([F:17])[F:18])[CH:10]=[CH:9][C:3]=1[C:4]([OH:6])=[O:5]. (2) Given the reactants F[C:2](F)(F)[CH2:3][CH2:4][C:5]([N:7]1[C:13]2(CC2)[CH2:12][CH2:11][N:10]([C:16]2[C:17]3[CH:24]=[CH:23][NH:22][C:18]=3[N:19]=[CH:20][N:21]=2)[CH2:9][CH2:8]1)=O.C([O-])([O-])=O.[K+].[K+].[CH2:33](Br)[CH2:34]CC, predict the reaction product. The product is: [CH2:5]([N:7]1[CH2:8][CH2:9][N:10]([C:16]2[C:17]3[CH:24]=[CH:23][NH:22][C:18]=3[N:19]=[CH:20][N:21]=2)[CH2:11][C:12]2([CH2:34][CH2:33]2)[CH2:13]1)[CH2:4][CH2:3][CH3:2]. (3) Given the reactants ClC1C=CC=C(C(OO)=[O:9])C=1.[O:12]=[C:13]1[C:26]2[CH:25]=[CH:24][N:23]=[CH:22][C:21]=2[O:20][C:19]2[C:14]1=[CH:15][C:16]([C:27]([O:29][CH3:30])=[O:28])=[CH:17][CH:18]=2.S([O-])([O-])=O.[Na+].[Na+].C(=O)([O-])O.[Na+], predict the reaction product. The product is: [CH3:30][O:29][C:27]([C:16]1[CH:15]=[C:14]2[C:19](=[CH:18][CH:17]=1)[O:20][C:21]1[CH:22]=[N+:23]([O-:9])[CH:24]=[CH:25][C:26]=1[C:13]2=[O:12])=[O:28]. (4) Given the reactants Br[C:2]1[CH:7]=[CH:6][C:5]([Br:8])=[CH:4][N:3]=1.[Li]CCCC.[O:14]1[C:18]2([CH2:23][CH2:22][C:21](=[O:24])[CH2:20][CH2:19]2)[O:17][CH2:16][CH2:15]1.C([O-])(O)=O.[Na+], predict the reaction product. The product is: [Br:8][C:5]1[CH:6]=[CH:7][C:2]([C:21]2([OH:24])[CH2:22][CH2:23][C:18]3([O:17][CH2:16][CH2:15][O:14]3)[CH2:19][CH2:20]2)=[N:3][CH:4]=1. (5) Given the reactants C(N(CC)CC)C.[F:8][C:9]1[CH:14]=[CH:13][CH:12]=[CH:11][C:10]=1[N:15]1[C:23]2[C:18](=[C:19]([N:24]3[CH2:31][C@@H:30]4[C@@H:26]([CH2:27][NH:28][CH2:29]4)[C:25]3=[O:32])[CH:20]=[CH:21][CH:22]=2)[CH:17]=[N:16]1.[C:33](Cl)(=[O:37])[CH:34]([CH3:36])[CH3:35], predict the reaction product. The product is: [F:8][C:9]1[CH:14]=[CH:13][CH:12]=[CH:11][C:10]=1[N:15]1[C:23]2[C:18](=[C:19]([N:24]3[CH2:31][C@@H:30]4[C@@H:26]([CH2:27][N:28]([C:33](=[O:37])[CH:34]([CH3:36])[CH3:35])[CH2:29]4)[C:25]3=[O:32])[CH:20]=[CH:21][CH:22]=2)[CH:17]=[N:16]1.